Dataset: Full USPTO retrosynthesis dataset with 1.9M reactions from patents (1976-2016). Task: Predict the reactants needed to synthesize the given product. (1) Given the product [Br:1][C:2]1[C:10]2[NH:9][C:8]([N:26]3[CH2:27][CH2:28][N:23]([C:22]4[N:21]=[CH:20][C:19]([CH2:29][OH:30])=[CH:18][C:17]=4[Cl:16])[CH2:24][CH2:25]3)=[N:7][C:6]=2[CH:5]=[C:4]([C:12]([F:15])([F:14])[F:13])[CH:3]=1, predict the reactants needed to synthesize it. The reactants are: [Br:1][C:2]1[C:10]2[N:9]=[C:8](Cl)[NH:7][C:6]=2[CH:5]=[C:4]([C:12]([F:15])([F:14])[F:13])[CH:3]=1.[Cl:16][C:17]1[CH:18]=[C:19]([CH2:29][OH:30])[CH:20]=[N:21][C:22]=1[N:23]1[CH2:28][CH2:27][NH:26][CH2:25][CH2:24]1. (2) The reactants are: Br[CH2:2][C:3]1[CH:8]=[CH:7][C:6]([C:9]2[N:14]=[CH:13][C:12]([C:15]3[N:20]=[CH:19][CH:18]=[CH:17][N:16]=3)=[CH:11][C:10]=2[C:21]2[CH:26]=[CH:25][CH:24]=[CH:23][CH:22]=2)=[CH:5][CH:4]=1.[NH:27]1[CH2:32][CH2:31][CH:30]([N:33]2[C:37]3=[N:38][CH:39]=[N:40][C:41]([NH2:42])=[C:36]3[CH:35]=[N:34]2)[CH2:29][CH2:28]1.CCN(C(C)C)C(C)C.CO. Given the product [C:21]1([C:10]2[C:9]([C:6]3[CH:5]=[CH:4][C:3]([CH2:2][N:27]4[CH2:32][CH2:31][CH:30]([N:33]5[C:37]6=[N:38][CH:39]=[N:40][C:41]([NH2:42])=[C:36]6[CH:35]=[N:34]5)[CH2:29][CH2:28]4)=[CH:8][CH:7]=3)=[N:14][CH:13]=[C:12]([C:15]3[N:16]=[CH:17][CH:18]=[CH:19][N:20]=3)[CH:11]=2)[CH:26]=[CH:25][CH:24]=[CH:23][CH:22]=1, predict the reactants needed to synthesize it.